From a dataset of Experimentally validated miRNA-target interactions with 360,000+ pairs, plus equal number of negative samples. Binary Classification. Given a miRNA mature sequence and a target amino acid sequence, predict their likelihood of interaction. (1) The miRNA is hsa-miR-7150 with sequence CUGGCAGGGGGAGAGGUA. The protein sequence of the target gene is MPVPASWPHPPGPFLLLTLLLGLTEVAGEEELQMIQPEKLLLVTVGKTATLHCTVTSLLPVGPVLWFRGVGPGRELIYNQKEGHFPRVTTVSDLTKRNNMDFSIRISSITPADVGTYYCVKFRKGSPENVEFKSGPGTEMALGAKPSAPVVLGPAARTTPEHTVSFTCESHGFSPRDITLKWFKNGNELSDFQTNVDPTGQSVAYSIRSTARVVLDPWDVRSQVICEVAHVTLQGDPLRGTANLSEAIRVPPTLEVTQQPMRVGNQVNVTCQVRKFYPQSLQLTWSENGNVCQRETASTL.... Result: 1 (interaction). (2) The miRNA is mmu-miR-3062-5p with sequence GGAGAAUGUAGUGUUACCGUGA. The protein sequence of the target gene is MRAVPLPLSRTASLSLGFLLLLSLCLDPGQAKELKFVTLVFRHGDRGPIETFPTDPITESSWPQGFGQLTQWGMEQHYELGSYIRKRYGRFLNDTYKHDQIYIRSTDVDRTLMSAMTNLAALFPPEGISIWNPRLLWQPIPVHTVSLSEDRLLYLPFRDCPRFEELKSETLESEEFLKRLHPYKSFLDTLSSLSGFDDQDLFGIWSKVYDPLFCESVHNFTLPSWATEDAMIKLKELSELSLLSLYGIHKQKEKSRLQGGVLVNEILKNMKLATQPQKYKKLVMYSAHDTTVSGLQMALD.... Result: 1 (interaction). (3) The miRNA is hsa-miR-4722-5p with sequence GGCAGGAGGGCUGUGCCAGGUUG. The protein sequence of the target gene is MDCYRTSLSSSWIYPTVILCLFGFFSMMRPSEPFLIPYLSGPDKNLTSAEITNEIFPVWTYSYLVLLLPVFVLTDYVRYKPVIILQGISFIITWLLLLFGQGVKTMQVVEFFYGMVTAAEVAYYAYIYSVVSPEHYQRVSGYCRSVTLAAYTAGSVLAQLLVSLANMSYFYLNVISLASVSVAFLFSLFLPMPKKSMFFHAKPSREIKKSSSVNPVLEETHEGEAPGCEEQKPTSEILSTSGKLNKGQLNSLKPSNVTVDVFVQWFQDLKECYSSKRLFYWSLWWAFATAGFNQVLNYVQ.... Result: 1 (interaction). (4) The protein sequence of the target gene is MEGLAGYVYKAASEGKVLTLAALLLNRSESDIRYLLGYVSQQGGQRSTPLIIAARNGHAKVVRLLLEHYRVQTQQTGTVRFDGYVIDGATALWCAAGAGHFEVVKLLVSHGANVNHTTVTNSTPLRAACFDGRLDIVKYLVENNANISIANKYDNTCLMIAAYKGHTDVVRYLLEQRADPNAKAHCGATALHFAAEAGHIDIVKELIKWRAAIVVNGHGMTPLKVAAESCKADVVELLLSHADCDRRSRIEALELLGASFANDRENYDIIKTYHYLYLAMLERFQDGDNILEKEVLPPIH.... Result: 0 (no interaction). The miRNA is mmu-miR-421-5p with sequence CUCAUUAAAUGUUUGUUGAAU. (5) The miRNA is mmu-miR-124-3p with sequence UAAGGCACGCGGUGAAUGCC. The protein sequence of the target gene is MDSASQDINLNSPNKGVLSDFMTDVPVDPGVVHRTPVVEGLTEGEEEELRAELAKVEEEIVTLRQVLAAKERHCGELKRRLGLSTLGELKQNLSRSWHDVQVSTAYVKTSEKLGEWNEKVTQSDLYKKTQETLSQAGQKTSAALSTMGSAISRKLGDMSSYSIRHSISMPVMRNSATFKSFEDRVGTIKSKVVGGRENGSDNLPPSPGSGDQTLPDHAPF. Result: 1 (interaction). (6) The miRNA is hsa-miR-520f-5p with sequence CCUCUAAAGGGAAGCGCUUUCU. The protein sequence of the target gene is MPIQPFDQREWNEPMHSLRISVGGLPVLASMTKATDPRFRPRWRVILTSFVGAALLWLLYSHHQGPVPGRPPTHNAHNWRLSQQRISHYNDTYPLSPPQRTPGGIRYRIAVIADLDTGSRAQEENTWFSYLKKGYLTLSDSGDRVSVEWDKDHGVLESHLAEKGRGMELSDLIVFNGKLYSVDDRTGVIYQIEGTKAVPWVILSDGDGTVEKGFKAEWLAVKDEHLYVGGLGKEWTTTTGEVMNENPEWVKVVGHRGSVDHENWVSSYNALRAAAGIRPPGYLIHESACWSDTLQRWFFL.... Result: 0 (no interaction).